Dataset: Full USPTO retrosynthesis dataset with 1.9M reactions from patents (1976-2016). Task: Predict the reactants needed to synthesize the given product. (1) Given the product [OH:1][C:2]([CH3:28])([CH3:27])[CH2:3][O:4][C:5]1[CH:10]=[CH:9][C:8]([C:11]2[S:12][C:13]([C:17]([OH:19])=[O:18])=[C:14]([CH3:16])[N:15]=2)=[CH:7][C:6]=1[N:22]1[CH:26]=[N:25][N:24]=[N:23]1, predict the reactants needed to synthesize it. The reactants are: [OH:1][C:2]([CH3:28])([CH3:27])[CH2:3][O:4][C:5]1[CH:10]=[CH:9][C:8]([C:11]2[S:12][C:13]([C:17]([O:19]CC)=[O:18])=[C:14]([CH3:16])[N:15]=2)=[CH:7][C:6]=1[N:22]1[CH:26]=[N:25][N:24]=[N:23]1.[OH-].[Na+].Cl.O. (2) Given the product [CH3:24][O:23][C:19]1[CH:18]=[C:17]([CH2:16][CH2:15][C:13]2[CH:14]=[C:10]([NH:9][C:7]([C:6]3[CH:5]=[CH:4][C:3]([C:1]([NH2:2])=[O:27])=[CH:26][CH:25]=3)=[O:8])[NH:11][N:12]=2)[CH:22]=[CH:21][CH:20]=1, predict the reactants needed to synthesize it. The reactants are: [C:1]([C:3]1[CH:26]=[CH:25][C:6]([C:7]([NH:9][C:10]2[NH:11][N:12]=[C:13]([CH2:15][CH2:16][C:17]3[CH:22]=[CH:21][CH:20]=[C:19]([O:23][CH3:24])[CH:18]=3)[CH:14]=2)=[O:8])=[CH:5][CH:4]=1)#[N:2].[OH-:27].[Na+]. (3) Given the product [CH2:10]([C:12]1([CH2:16][O:6][CH2:5][CH2:4][CH2:3][CH2:2][CH2:1][OH:7])[CH2:15][O:14][CH2:13]1)[CH3:11], predict the reactants needed to synthesize it. The reactants are: [CH2:1]([OH:7])[CH2:2][CH2:3][CH2:4][CH2:5][OH:6].[OH-].[Na+].[CH2:10]([C:12]1([CH2:16]OS(C)(=O)=O)[CH2:15][O:14][CH2:13]1)[CH3:11]. (4) Given the product [CH:1]1([N:8]([CH:9]2[CH2:14][CH2:13][NH:12][CH2:11][CH2:10]2)[C:22]([N:24]([CH2:27][CH3:28])[CH2:25][CH3:26])=[O:23])[CH2:2][CH2:3][CH2:4][CH2:5][CH2:6][CH2:7]1, predict the reactants needed to synthesize it. The reactants are: [CH:1]1([N:8]([C:22]([N:24]([CH2:27][CH3:28])[CH2:25][CH3:26])=[O:23])[CH:9]2[CH2:14][CH2:13][N:12](C(OC(C)(C)C)=O)[CH2:11][CH2:10]2)[CH2:7][CH2:6][CH2:5][CH2:4][CH2:3][CH2:2]1. (5) Given the product [CH2:1]([C:3]1[C:7]([C:8]2[N:12]([C:13]3[CH:18]=[CH:17][C:16]([OH:19])=[CH:15][CH:14]=3)[C:11]3[CH:21]=[CH:22][CH:23]=[CH:24][C:10]=3[N:9]=2)=[CH:6][O:5][N:4]=1)[CH3:2], predict the reactants needed to synthesize it. The reactants are: [CH2:1]([C:3]1[C:7]([C:8]2[N:12]([C:13]3[CH:18]=[CH:17][C:16]([O:19]C)=[CH:15][CH:14]=3)[C:11]3[CH:21]=[CH:22][CH:23]=[CH:24][C:10]=3[N:9]=2)=[CH:6][O:5][N:4]=1)[CH3:2].B(Br)(Br)Br. (6) Given the product [Br:1][C:2]1[CH:3]=[C:4]([NH:9][CH3:11])[C:5]([Cl:8])=[N:6][CH:7]=1, predict the reactants needed to synthesize it. The reactants are: [Br:1][C:2]1[CH:3]=[C:4]([NH2:9])[C:5]([Cl:8])=[N:6][CH:7]=1.[Li][CH2:11]CCC.CCCCCC.CI.C([O-])(O)=O.[Na+]. (7) Given the product [C:30]([C:29]([CH2:28][N:8]1[C:7]2[CH:9]=[CH:10][CH:11]=[CH:12][C:6]=2[N:5]([CH:13]2[CH2:18][CH2:17][CH2:16][CH2:15][CH2:14]2)[CH2:4][C@@H:3]([NH:19][C:20]([O:22][C:23]([CH3:26])([CH3:25])[CH3:24])=[O:21])[C:2]1=[O:1])=[O:34])([CH3:33])([CH3:32])[CH3:31], predict the reactants needed to synthesize it. The reactants are: [O:1]=[C:2]1[NH:8][C:7]2[CH:9]=[CH:10][CH:11]=[CH:12][C:6]=2[N:5]([CH:13]2[CH2:18][CH2:17][CH2:16][CH2:15][CH2:14]2)[CH2:4][C@H:3]1[NH:19][C:20]([O:22][C:23]([CH3:26])([CH3:25])[CH3:24])=[O:21].Cl[CH2:28][C:29](=[O:34])[C:30]([CH3:33])([CH3:32])[CH3:31].C(=O)([O-])[O-].[K+].[K+]. (8) Given the product [CH2:7]([N:14]1[CH2:18][C:19]2[N:20]=[CH:21][C:22]([N:26]3[CH2:31][CH2:30][O:29][CH2:28][C@H:27]3[CH3:32])=[N:23][C:24]=2[O:17][CH2:16][CH2:15]1)[C:8]1[CH:13]=[CH:12][CH:11]=[CH:10][CH:9]=1, predict the reactants needed to synthesize it. The reactants are: CC(C)([O-])C.[K+].[CH2:7]([N:14]([CH2:18][C:19]1[C:24](Cl)=[N:23][C:22]([N:26]2[CH2:31][CH2:30][O:29][CH2:28][C@H:27]2[CH3:32])=[CH:21][N:20]=1)[CH2:15][CH2:16][OH:17])[C:8]1[CH:13]=[CH:12][CH:11]=[CH:10][CH:9]=1.O.